Dataset: Reaction yield outcomes from USPTO patents with 853,638 reactions. Task: Predict the reaction yield, written as a fraction of the theoretical maximum amount of product (1.0 means a 100% yield; for example, 0.34 means a 34% yield). (1) The product is [CH3:1][O:2][C:3]1[N:4]=[C:5]2[CH:14]=[CH:15][NH:16][C:6]2=[CH:7][C:8]=1[O:9][CH3:10]. The catalyst is CC(O)=O.C1(C)C=CC=CC=1.[Fe]. The reactants are [CH3:1][O:2][C:3]1[C:8]([O:9][CH3:10])=[CH:7][C:6]([N+]([O-])=O)=[C:5]([CH:14]=[CH:15][N+:16]([O-])=O)[N:4]=1. The yield is 0.460. (2) The reactants are [CH3:1][C:2]1[S:3][CH:4]=[CH:5][C:6]=1[CH:7]1[CH2:12][CH2:11][N:10]([C:13]([O:15][C:16]([CH3:19])([CH3:18])[CH3:17])=[O:14])[CH2:9][CH2:8]1.C1C(=O)N([Br:27])C(=O)C1. The catalyst is C(#N)C. The product is [Br:27][C:4]1[S:3][C:2]([CH3:1])=[C:6]([CH:7]2[CH2:8][CH2:9][N:10]([C:13]([O:15][C:16]([CH3:19])([CH3:18])[CH3:17])=[O:14])[CH2:11][CH2:12]2)[CH:5]=1. The yield is 0.570. (3) The reactants are [Br:1][C:2]1[CH:15]=[C:14]([C:16]([F:19])([F:18])[F:17])[CH:13]=[CH:12][C:3]=1[CH2:4][CH:5](C(O)=O)[C:6]([OH:8])=[O:7]. The catalyst is CCOCC. The product is [Br:1][C:2]1[CH:15]=[C:14]([C:16]([F:19])([F:18])[F:17])[CH:13]=[CH:12][C:3]=1[CH2:4][CH2:5][C:6]([OH:8])=[O:7]. The yield is 0.850. (4) The reactants are [Br:1][C:2]1[C:3]([OH:15])=[C:4](/[CH:9]=[CH:10]/[C:11]([O:13]C)=O)[CH:5]=[C:6]([Cl:8])[CH:7]=1. The catalyst is C1C2C(CCCC2)CCC1. The product is [Br:1][C:2]1[CH:7]=[C:6]([Cl:8])[CH:5]=[C:4]2[C:3]=1[O:15][C:11](=[O:13])[CH:10]=[CH:9]2. The yield is 0.950.